From a dataset of Reaction yield outcomes from USPTO patents with 853,638 reactions. Predict the reaction yield, written as a fraction of the theoretical maximum amount of product (1.0 means a 100% yield; for example, 0.34 means a 34% yield). (1) The reactants are C(NC(C)C)(C)C.[Li]CCCC.[Li+].CC([N-]C(C)C)C.[C:21]([O:25]C(C)=O)(C)(C)[CH3:22].[Cl:29][C:30]1[CH:35]=[CH:34][C:33]([C:36]2([C:41]3[CH:42]=[C:43]([C:49]([C:51]4[CH:56]=[CH:55][CH:54]=[C:53]([O:57][CH3:58])[CH:52]=4)=O)[C:44]([NH:47][CH3:48])=[N:45][CH:46]=3)[O:40][CH2:39][CH2:38][O:37]2)=[CH:32][CH:31]=1. The catalyst is C1COCC1. The product is [Cl:29][C:30]1[CH:35]=[CH:34][C:33]([C:36]2([C:41]3[CH:42]=[C:43]4[C:44](=[N:45][CH:46]=3)[N:47]([CH3:48])[C:21](=[O:25])[CH:22]=[C:49]4[C:51]3[CH:56]=[CH:55][CH:54]=[C:53]([O:57][CH3:58])[CH:52]=3)[O:40][CH2:39][CH2:38][O:37]2)=[CH:32][CH:31]=1. The yield is 0.570. (2) The reactants are [Cl-].[Li+].C(NC(C)C)(C)C.[Li+].CCC[CH2-].[F:15][C:16]1[CH:21]=[CH:20][CH:19]=[CH:18][N:17]=1.[F:22][C:23]([F:30])([F:29])[C:24](OCC)=[O:25].Cl. The catalyst is C(OCC)(=O)C.O.O1CCCC1. The product is [F:22][C:23]([F:30])([F:29])[C:24]([C:21]1[C:16]([F:15])=[N:17][CH:18]=[CH:19][CH:20]=1)=[O:25]. The yield is 0.452. (3) The reactants are [I:1][C:2]1[CH:7]=[CH:6][C:5]([C:8]2[N:9]=[C:10]([C@H:14]([NH:16][CH3:17])[CH3:15])[N:11]([CH3:13])[CH:12]=2)=[CH:4][CH:3]=1.Cl[C:19]([O:21][CH3:22])=[O:20].C([O-])([O-])=O.[Na+].[Na+].C1COCC1. The catalyst is O.CCOC(C)=O. The product is [I:1][C:2]1[CH:3]=[CH:4][C:5]([C:8]2[N:9]=[C:10]([C@H:14]([N:16]([CH3:17])[C:19](=[O:20])[O:21][CH3:22])[CH3:15])[N:11]([CH3:13])[CH:12]=2)=[CH:6][CH:7]=1. The yield is 0.410. (4) The reactants are [NH2:1][CH2:2][C:3]1[CH:8]=[CH:7][C:6]([C:9]2[CH:14]=[CH:13][CH:12]=[CH:11][C:10]=2[C:15]2[NH:19][N:18]=[N:17][N:16]=2)=[CH:5][CH:4]=1.[CH2:20]([CH2:24][C:25](=O)[CH3:26])[C:21]([CH3:23])=O.CC(O)=O. The catalyst is C(O)C. The product is [CH3:26][C:25]1[N:1]([CH2:2][C:3]2[CH:8]=[CH:7][C:6]([C:9]3[CH:14]=[CH:13][CH:12]=[CH:11][C:10]=3[C:15]3[NH:19][N:18]=[N:17][N:16]=3)=[CH:5][CH:4]=2)[C:21]([CH3:23])=[CH:20][CH:24]=1. The yield is 0.540. (5) The reactants are [CH3:1][NH:2][CH2:3][CH2:4][OH:5].CCN(CC)CC.C1(C)C=CC=CC=1.Cl[C:21]([O:23][CH2:24][C:25]1[CH:30]=[CH:29][CH:28]=[CH:27][CH:26]=1)=[O:22]. The catalyst is CN(C=O)C.O. The product is [CH3:1][N:2]([C:21]([O:23][CH2:24][C:25]1[CH:30]=[CH:29][CH:28]=[CH:27][CH:26]=1)=[O:22])[CH2:3][CH2:4][OH:5]. The yield is 0.540. (6) The reactants are [Cl:1][C:2]1[CH:29]=[CH:28][CH:27]=[C:26]([Cl:30])[C:3]=1[C:4]([NH:6][C@H:7]([C:23]([O-:25])=[O:24])[CH2:8][C:9]1[CH:14]=[CH:13][C:12](OS(C(F)(F)F)(=O)=O)=[CH:11][CH:10]=1)=[O:5].[CH:31]([O-:33])=[O:32].[Na+].[CH:35]1C=CC(P(C2C=CC=CC=2)CCCP(C2C=CC=CC=2)C2C=CC=CC=2)=CC=1.CCN(C(C)C)C(C)C.C(OC(=O)C)(=O)C.[Li+].[Cl-]. The catalyst is CN(C=O)C.C([O-])(=O)C.[Pd+2].C([O-])(=O)C. The product is [Cl:1][C:2]1[CH:29]=[CH:28][CH:27]=[C:26]([Cl:30])[C:3]=1[C:4]([NH:6][C@H:7]([C:23]([O:25][CH3:35])=[O:24])[CH2:8][C:9]1[CH:14]=[CH:13][C:12]([C:31]([OH:33])=[O:32])=[CH:11][CH:10]=1)=[O:5]. The yield is 0.540. (7) The reactants are [CH3:1][O:2][CH:3]([C:7]1[CH:12]=[CH:11][C:10]([N:13]2[CH2:18][CH2:17][O:16][CH2:15][CH2:14]2)=[CH:9][CH:8]=1)[C:4]([OH:6])=O.[CH3:19][O:20][C:21]1[CH:22]=[C:23]([C:29]2[CH:33]=[CH:32][NH:31][N:30]=2)[CH:24]=[CH:25][C:26]=1[O:27][CH3:28].C(N(C(C)C)CC)(C)C.F[P-](F)(F)(F)(F)F.Br[P+](N1CCCC1)(N1CCCC1)N1CCCC1.C([O-])(O)=O.[Na+]. The catalyst is CN(C=O)C. The product is [CH3:19][O:20][C:21]1[CH:22]=[C:23]([C:29]2[CH:33]=[CH:32][N:31]([C:4](=[O:6])[CH:3]([O:2][CH3:1])[C:7]3[CH:12]=[CH:11][C:10]([N:13]4[CH2:18][CH2:17][O:16][CH2:15][CH2:14]4)=[CH:9][CH:8]=3)[N:30]=2)[CH:24]=[CH:25][C:26]=1[O:27][CH3:28]. The yield is 0.500. (8) The reactants are Cl.[CH:2]1[C:10]2[N:9]3[C:11]([C@@H:14]4[C@H:18]([CH3:19])[CH2:17][C@H:16]([NH2:20])[CH2:15]4)=[CH:12][N:13]=[C:8]3[CH:7]=[N:6][C:5]=2[NH:4][CH:3]=1.O.C(=O)([O-])[O-].[K+].[K+].[F:28][C:29]([F:37])([F:36])[CH2:30][CH2:31][S:32](Cl)(=[O:34])=[O:33]. The catalyst is C1COCC1. The product is [CH:2]1[C:10]2[N:9]3[C:11]([C@@H:14]4[C@H:18]([CH3:19])[CH2:17][C@H:16]([NH:20][S:32]([CH2:31][CH2:30][C:29]([F:37])([F:36])[F:28])(=[O:34])=[O:33])[CH2:15]4)=[CH:12][N:13]=[C:8]3[CH:7]=[N:6][C:5]=2[NH:4][CH:3]=1. The yield is 0.710. (9) The reactants are [CH:1]([C:3]1[CH:18]=[CH:17][C:6]([O:7][C:8]2[N:9]=[CH:10][C:11]([C:14]([NH2:16])=[O:15])=[N:12][CH:13]=2)=[C:5]([O:19][CH3:20])[CH:4]=1)=O.[CH2:21]([CH:23]([CH2:27][CH3:28])[CH2:24][CH2:25][NH2:26])[CH3:22].[BH4-].[Na+]. The catalyst is CO. The product is [CH2:21]([CH:23]([CH2:27][CH3:28])[CH2:24][CH2:25][NH:26][CH2:1][C:3]1[CH:18]=[CH:17][C:6]([O:7][C:8]2[N:9]=[CH:10][C:11]([C:14]([NH2:16])=[O:15])=[N:12][CH:13]=2)=[C:5]([O:19][CH3:20])[CH:4]=1)[CH3:22]. The yield is 0.317.